This data is from HIV replication inhibition screening data with 41,000+ compounds from the AIDS Antiviral Screen. The task is: Binary Classification. Given a drug SMILES string, predict its activity (active/inactive) in a high-throughput screening assay against a specified biological target. (1) The drug is CC1(O)CCC2C3CCC4=CC(=O)CCC4(C)C3(Cl)C(Cl)CC21C. The result is 0 (inactive). (2) The compound is Cc1cccc(C2OC(=O)c3c2ccc2ccccc32)c1. The result is 0 (inactive).